From a dataset of Reaction yield outcomes from USPTO patents with 853,638 reactions. Predict the reaction yield, written as a fraction of the theoretical maximum amount of product (1.0 means a 100% yield; for example, 0.34 means a 34% yield). (1) The reactants are [Cl:1][C:2]1[C:3]([F:19])=[C:4]([C:8](=[O:18])[CH:9]([CH3:17])[C:10](=O)[C:11]([O:13]CC)=[O:12])[CH:5]=[CH:6][CH:7]=1.[Li+].C[Si]([N-:25][Si](C)(C)C)(C)C.C(OCC)(=O)C(OCC)=O. The catalyst is CCOCC. The product is [Cl:1][C:2]1[C:3]([F:19])=[C:4]([C:8]2[O:18][N:25]=[C:10]([C:11]([OH:13])=[O:12])[C:9]=2[CH3:17])[CH:5]=[CH:6][CH:7]=1. The yield is 0.0600. (2) The reactants are [C:1]([N:5]=[C:6]=[O:7])([CH3:4])([CH3:3])[CH3:2].[C:8]([C:12]1[CH:19]=[CH:18][C:15]([CH2:16][NH2:17])=[CH:14][CH:13]=1)([CH3:11])([CH3:10])[CH3:9].Cl[C:21](Cl)([C:25]([O-])=[O:26])[C:22]([O-])=[O:23]. The catalyst is ClCCl. The product is [CH3:2][C:1]([N:5]1[C:22](=[O:23])[CH2:21][C:25](=[O:26])[N:17]([CH2:16][C:15]2[CH:14]=[CH:13][C:12]([C:8]([CH3:11])([CH3:9])[CH3:10])=[CH:19][CH:18]=2)[C:6]1=[O:7])([CH3:4])[CH3:3]. The yield is 0.790. (3) The reactants are [CH2:1]([O:8][C:9](=[O:14])[NH:10][CH2:11][CH2:12][OH:13])[C:2]1[CH:7]=[CH:6][CH:5]=[CH:4][CH:3]=1.C1(P(C2C=CC=CC=2)C2C=CC=CC=2)C=CC=CC=1.O[N:35]1[C:39](=[O:40])[C:38]2=[CH:41][CH:42]=[CH:43][CH:44]=[C:37]2[C:36]1=[O:45].C1(C)C=CC=CC=1.N(C(OCC)=O)=NC(OCC)=O. The catalyst is O1CCCC1. The product is [CH2:1]([O:8][C:9](=[O:14])[NH:10][CH2:11][CH2:12][O:13][N:35]1[C:39](=[O:40])[C:38]2[C:37](=[CH:44][CH:43]=[CH:42][CH:41]=2)[C:36]1=[O:45])[C:2]1[CH:7]=[CH:6][CH:5]=[CH:4][CH:3]=1. The yield is 0.920. (4) The reactants are [CH3:1][C:2]1[S:6][C:5]2[CH:7]=[C:8]([O:11][C:12]3[CH:17]=[CH:16][N:15]=[C:14]4[CH:18]=[C:19]([CH3:21])[S:20][C:13]=34)[CH:9]=[CH:10][C:4]=2[C:3]=1[C:22](Cl)=[O:23].[N:25]1([CH2:31][CH2:32][NH2:33])[CH2:30][CH2:29][O:28][CH2:27][CH2:26]1. No catalyst specified. The product is [N:25]1([CH2:31][CH2:32][NH:33][C:22]([C:3]2[C:4]3[CH:10]=[CH:9][C:8]([O:11][C:12]4[CH:17]=[CH:16][N:15]=[C:14]5[CH:18]=[C:19]([CH3:21])[S:20][C:13]=45)=[CH:7][C:5]=3[S:6][C:2]=2[CH3:1])=[O:23])[CH2:30][CH2:29][O:28][CH2:27][CH2:26]1. The yield is 0.750.